This data is from Reaction yield outcomes from USPTO patents with 853,638 reactions. The task is: Predict the reaction yield, written as a fraction of the theoretical maximum amount of product (1.0 means a 100% yield; for example, 0.34 means a 34% yield). (1) The reactants are C[O:2][C:3]1[CH:12]=[CH:11][C:6]2[CH:7]=[C:8]([CH3:10])[O:9][C:5]=2[CH:4]=1.B(Br)(Br)Br.CNC(C1C2C=CC(O)=CC=2SC=1C)=O. No catalyst specified. The product is [OH:2][C:3]1[CH:12]=[CH:11][C:6]2[CH:7]=[C:8]([CH3:10])[O:9][C:5]=2[CH:4]=1. The yield is 0.750. (2) The reactants are [Br:1][C:2]1[CH:10]=[CH:9][C:5]([C:6]([O-:8])=O)=[C:4]([CH2:11]Br)[CH:3]=1.[CH:13]1([NH2:16])[CH2:15][CH2:14]1. The catalyst is CO. The product is [Br:1][C:2]1[CH:3]=[C:4]2[C:5](=[CH:9][CH:10]=1)[C:6](=[O:8])[N:16]([CH:13]1[CH2:15][CH2:14]1)[CH2:11]2. The yield is 0.840.